From a dataset of Forward reaction prediction with 1.9M reactions from USPTO patents (1976-2016). Predict the product of the given reaction. (1) Given the reactants [Cl:1][C:2]1[CH:3]=[CH:4][C:5]2[C:11]3[N:12]=[C:13]([NH:16][C:17]4[CH:22]=[CH:21][CH:20]=[C:19](I)[CH:18]=4)[N:14]=[CH:15][C:10]=3[CH2:9][C:8](=[O:24])[NH:7][C:6]=2[CH:25]=1.[CH2:26]([N:29]1[CH2:33][CH2:32][CH2:31][CH2:30]1)[C:27]#[CH:28], predict the reaction product. The product is: [Cl:1][C:2]1[CH:3]=[CH:4][C:5]2[C:11]3[N:12]=[C:13]([NH:16][C:17]4[CH:22]=[CH:21][CH:20]=[C:19]([C:28]#[C:27][CH2:26][N:29]5[CH2:33][CH2:32][CH2:31][CH2:30]5)[CH:18]=4)[N:14]=[CH:15][C:10]=3[CH2:9][C:8](=[O:24])[NH:7][C:6]=2[CH:25]=1. (2) The product is: [F:1][C:2]1[CH:10]=[C:9]2[C:5]([C:6]([CH2:11][CH:12]3[C:21]4[N:17]([C:18]([C:22]5[CH:23]=[CH:24][CH:25]=[CH:26][CH:27]=5)=[N:19][N:20]=4)[C:16]4[CH:28]=[CH:29][CH:30]=[CH:31][C:15]=4[N:14]([CH2:32][C:33]([N:35]([CH:44]([CH3:45])[CH3:46])[C:36]4[CH:37]=[N:38][C:39]([O:42][CH3:43])=[CH:40][CH:41]=4)=[O:34])[C:13]3=[O:47])=[CH:7][NH:8]2)=[CH:4][CH:3]=1. Given the reactants [F:1][C:2]1[CH:10]=[C:9]2[C:5]([C:6]([CH:11]=[C:12]3[C:21]4[N:17]([C:18]([C:22]5[CH:27]=[CH:26][CH:25]=[CH:24][CH:23]=5)=[N:19][N:20]=4)[C:16]4[CH:28]=[CH:29][CH:30]=[CH:31][C:15]=4[N:14]([CH2:32][C:33]([N:35]([CH:44]([CH3:46])[CH3:45])[C:36]4[CH:37]=[N:38][C:39]([O:42][CH3:43])=[CH:40][CH:41]=4)=[O:34])[C:13]3=[O:47])=[CH:7][NH:8]2)=[CH:4][CH:3]=1.C([O-])=O.[NH4+], predict the reaction product. (3) The product is: [F:1][C:2]1[CH:27]=[C:26]([S:28]([CH3:31])(=[O:30])=[O:29])[C:25]([F:32])=[CH:24][C:3]=1[O:4][CH:5]1[CH2:9][CH2:8][N:7]([CH:10]2[CH2:15][CH2:14][NH:13][CH2:12][CH2:11]2)[C:6]1=[O:23]. Given the reactants [F:1][C:2]1[CH:27]=[C:26]([S:28]([CH3:31])(=[O:30])=[O:29])[C:25]([F:32])=[CH:24][C:3]=1[O:4][CH:5]1[CH2:9][CH2:8][N:7]([CH:10]2[CH2:15][CH2:14][N:13](C(OC(C)(C)C)=O)[CH2:12][CH2:11]2)[C:6]1=[O:23].FC(F)(F)C(O)=O, predict the reaction product.